This data is from Reaction yield outcomes from USPTO patents with 853,638 reactions. The task is: Predict the reaction yield, written as a fraction of the theoretical maximum amount of product (1.0 means a 100% yield; for example, 0.34 means a 34% yield). (1) The reactants are [CH2:1]([O:3][C:4](=[O:14])[CH2:5][CH2:6][C:7]1[CH:12]=[CH:11][CH:10]=[C:9]([OH:13])[CH:8]=1)[CH3:2].[Br:15]N1C(=O)CCC1=O. The catalyst is C(Cl)(Cl)Cl. The product is [CH2:1]([O:3][C:4](=[O:14])[CH2:5][CH2:6][C:7]1[CH:12]=[CH:11][C:10]([Br:15])=[C:9]([OH:13])[CH:8]=1)[CH3:2]. The yield is 0.160. (2) The reactants are [F:1][C:2]1[CH:7]=[CH:6][CH:5]=[CH:4][C:3]=1[C:8]1[NH:16][C:15]2[CH:14]=[CH:13][N:12]=[CH:11][C:10]=2[CH:9]=1.[OH-:17].[Na+].[F:19][C:20]([F:32])([F:31])[O:21][C:22]1[CH:30]=[CH:29][C:25]([C:26](Cl)=O)=[CH:24][CH:23]=1.CN([CH:36]=[O:37])C. No catalyst specified. The product is [F:32][C:20]([F:19])([F:31])[C:36]([O-:37])=[O:17].[F:1][C:2]1[CH:7]=[CH:6][CH:5]=[CH:4][C:3]=1[C:8]1[NH+:16]=[C:15]2[C:10](=[CH:11][N:12]([CH2:26][C:25]3[CH:29]=[CH:30][C:22]([O:21][C:20]([F:19])([F:31])[F:32])=[CH:23][CH:24]=3)[CH:13]=[CH:14]2)[CH:9]=1. The yield is 0.740. (3) The reactants are [CH3:1][O:2][CH2:3][CH2:4][O:5][C:6]1[CH:11]=[CH:10][N:9]2[C:12]([C:15]([OH:17])=O)=[CH:13][N:14]=[C:8]2[CH:7]=1.C(Cl)(=O)C(Cl)=O.[F:24][C:25]1[CH:41]=[C:40]([F:42])[CH:39]=[CH:38][C:26]=1[CH2:27][N:28]1[C:36]2[CH:35]=[CH:34][CH:33]=[C:32]([NH2:37])[C:31]=2[CH:30]=[N:29]1.C(N(C(C)C)CC)(C)C. The catalyst is C(Cl)Cl.O.C(Cl)Cl.CN(C=O)C. The product is [F:24][C:25]1[CH:41]=[C:40]([F:42])[CH:39]=[CH:38][C:26]=1[CH2:27][N:28]1[C:36]2[C:31](=[C:32]([NH:37][C:15]([C:12]3[N:9]4[CH:10]=[CH:11][C:6]([O:5][CH2:4][CH2:3][O:2][CH3:1])=[CH:7][C:8]4=[N:14][CH:13]=3)=[O:17])[CH:33]=[CH:34][CH:35]=2)[CH:30]=[N:29]1. The yield is 0.500.